Dataset: Peptide-MHC class I binding affinity with 185,985 pairs from IEDB/IMGT. Task: Regression. Given a peptide amino acid sequence and an MHC pseudo amino acid sequence, predict their binding affinity value. This is MHC class I binding data. The MHC is HLA-B15:01 with pseudo-sequence HLA-B15:01. The peptide sequence is GPSHKARVL. The binding affinity (normalized) is 0.